From a dataset of TCR-epitope binding with 47,182 pairs between 192 epitopes and 23,139 TCRs. Binary Classification. Given a T-cell receptor sequence (or CDR3 region) and an epitope sequence, predict whether binding occurs between them. (1) The epitope is RQLLFVVEV. The TCR CDR3 sequence is CASSQTRNYEQYF. Result: 0 (the TCR does not bind to the epitope). (2) The TCR CDR3 sequence is CASSIGLNYEQYF. Result: 1 (the TCR binds to the epitope). The epitope is HLVDFQVTI. (3) The epitope is GPGHKARVL. The TCR CDR3 sequence is CASSLAPVGTHTEAFF. Result: 1 (the TCR binds to the epitope). (4) The epitope is FLYALALLL. The TCR CDR3 sequence is CASSSQGGGSGYTF. Result: 1 (the TCR binds to the epitope). (5) The epitope is HPVGEADYFEY. The TCR CDR3 sequence is CASSQQPAGEQFF. Result: 0 (the TCR does not bind to the epitope).